From a dataset of Reaction yield outcomes from USPTO patents with 853,638 reactions. Predict the reaction yield, written as a fraction of the theoretical maximum amount of product (1.0 means a 100% yield; for example, 0.34 means a 34% yield). (1) The reactants are [H-].[Al+3].[Li+].[H-].[H-].[H-].[Cl-].[Al+3].[Cl-].[Cl-].[CH3:11][O:12][C:13]1[C:21]2[O:20][C:19]([CH3:23])([CH3:22])[C:18](=O)[C:17]=2[C:16]([CH3:25])=[C:15]([N:26]2[CH2:31][CH2:30][N:29]([C:32]3[CH:37]=[CH:36][C:35]([O:38][CH3:39])=[CH:34][CH:33]=3)[CH2:28][CH2:27]2)[C:14]=1[CH3:40].[OH-].[Na+]. The catalyst is O.C1COCC1.C(OCC)(=O)C.CCCCCC. The product is [CH3:39][O:38][C:35]1[CH:34]=[CH:33][C:32]([N:29]2[CH2:28][CH2:27][N:26]([C:15]3[C:14]([CH3:40])=[C:13]([O:12][CH3:11])[C:21]4[O:20][C:19]([CH3:23])([CH3:22])[CH2:18][C:17]=4[C:16]=3[CH3:25])[CH2:31][CH2:30]2)=[CH:37][CH:36]=1. The yield is 0.560. (2) The reactants are [CH:1]1[C:6]([N+:7]([O-:9])=[O:8])=[CH:5][CH:4]=[C:3]([OH:10])[CH:2]=1.[Cl:11]([O-])(=O)=O.[K+]. The catalyst is Cl. The product is [Cl:11][C:4]1[CH:5]=[C:6]([N+:7]([O-:9])=[O:8])[CH:1]=[CH:2][C:3]=1[OH:10]. The yield is 0.910. (3) The yield is 0.300. The catalyst is C1COCC1.C(O)(=O)C.O. The reactants are [NH2:1][C:2]1[N:3]=[N:4][CH:5]=[CH:6][CH:7]=1.C[Si]([N-][Si](C)(C)C)(C)C.[Na+].Cl[C:19]1[N:24]=[C:23]([N:25]2[CH2:30][CH2:29][O:28][CH2:27][CH2:26]2)[N:22]=[C:21]([N:31]2[C:35]3[CH:36]=[CH:37][CH:38]=[C:39]([O:40][CH3:41])[C:34]=3[N:33]=[C:32]2[CH:42]([F:44])[F:43])[N:20]=1. The product is [F:44][CH:42]([F:43])[C:32]1[N:31]([C:21]2[N:22]=[C:23]([N:25]3[CH2:30][CH2:29][O:28][CH2:27][CH2:26]3)[N:24]=[C:19]([NH:1][C:2]3[N:3]=[N:4][CH:5]=[CH:6][CH:7]=3)[N:20]=2)[C:35]2[CH:36]=[CH:37][CH:38]=[C:39]([O:40][CH3:41])[C:34]=2[N:33]=1. (4) The reactants are C(O)(C(F)(F)F)=O.[C:8]([C:11]1([C:14]2[CH:48]=[CH:47][CH:46]=[CH:45][C:15]=2[CH2:16][CH2:17][C:18]2[C:23]([Cl:24])=[CH:22][N:21]=[C:20]([NH:25][C:26]3[CH:31]=[CH:30][C:29]([CH:32]4[CH2:37][CH2:36][N:35](C(OC(C)(C)C)=O)[CH2:34][CH2:33]4)=[CH:28][CH:27]=3)[N:19]=2)[CH2:13][CH2:12]1)(=[O:10])[NH2:9].C([O-])([O-])=O.[Na+].[Na+].CCOC(C)=O. The catalyst is C(Cl)Cl.O. The product is [Cl:24][C:23]1[C:18]([CH2:17][CH2:16][C:15]2[CH:45]=[CH:46][CH:47]=[CH:48][C:14]=2[C:11]2([C:8]([NH2:9])=[O:10])[CH2:12][CH2:13]2)=[N:19][C:20]([NH:25][C:26]2[CH:31]=[CH:30][C:29]([CH:32]3[CH2:37][CH2:36][NH:35][CH2:34][CH2:33]3)=[CH:28][CH:27]=2)=[N:21][CH:22]=1. The yield is 0.550. (5) The reactants are Cl[C:2]1[C:3]2[CH:10]=[CH:9][NH:8][C:4]=2[N:5]=[C-:6][N:7]=1.[CH3:11][NH:12][CH:13]1[CH2:28][C@@H:16]2[CH2:17][N:18]([C:21]([O:23][C:24]([CH3:27])([CH3:26])[CH3:25])=[O:22])[CH2:19][CH2:20][C@@H:15]2[CH2:14]1.C(=O)([O-])[O-].[K+].[K+]. The catalyst is O1CCOCC1. The product is [CH3:11][N:12]([C:2]1[C:3]2[CH:10]=[CH:9][NH:8][C:4]=2[N:5]=[CH:6][N:7]=1)[CH:13]1[CH2:28][C@H:16]2[CH2:17][N:18]([C:21]([O:23][C:24]([CH3:26])([CH3:25])[CH3:27])=[O:22])[CH2:19][CH2:20][C@H:15]2[CH2:14]1. The yield is 0.310. (6) The reactants are [CH3:1][N:2]([CH2:13][C:14]1[CH:19]=[CH:18][CH:17]=[C:16]([N+:20]([O-])=O)[CH:15]=1)[C:3](=[O:12])[O:4][CH2:5][C:6]1[CH:11]=[CH:10][CH:9]=[CH:8][CH:7]=1.CCO.O. The catalyst is [Fe].CC(O)=O. The product is [NH2:20][C:16]1[CH:15]=[C:14]([CH:19]=[CH:18][CH:17]=1)[CH2:13][N:2]([CH3:1])[C:3](=[O:12])[O:4][CH2:5][C:6]1[CH:11]=[CH:10][CH:9]=[CH:8][CH:7]=1. The yield is 0.950. (7) The reactants are C([O:5][C:6](=[O:59])[CH2:7][N:8]([CH2:51][C:52](=[O:58])[O:53]C(C)(C)C)[CH:9]([CH2:39][CH2:40][CH2:41][C:42]1[CH:47]=[CH:46][C:45]([N+:48]([O-:50])=[O:49])=[CH:44][CH:43]=1)[CH2:10][N:11]([CH2:20][CH2:21][N:22]([CH2:31][C:32]([O:34]C(C)(C)C)=[O:33])[CH2:23][C:24](=[O:30])[O:25]C(C)(C)C)[CH2:12][C:13]([O:15]C(C)(C)C)=[O:14])(C)(C)C.Cl.CCOCC. The catalyst is O1CCOCC1. The product is [C:6]([CH2:7][N:8]([CH2:51][C:52]([OH:58])=[O:53])[CH:9]([CH2:39][CH2:40][CH2:41][C:42]1[CH:47]=[CH:46][C:45]([N+:48]([O-:50])=[O:49])=[CH:44][CH:43]=1)[CH2:10][N:11]([CH2:20][CH2:21][N:22]([CH2:31][C:32]([OH:34])=[O:33])[CH2:23][C:24]([OH:30])=[O:25])[CH2:12][C:13]([OH:15])=[O:14])([OH:59])=[O:5]. The yield is 1.00.